Task: Predict the reactants needed to synthesize the given product.. Dataset: Full USPTO retrosynthesis dataset with 1.9M reactions from patents (1976-2016) (1) Given the product [Cl:1][C:2]1[CH:3]=[C:4]([C:9]2[CH:13]=[C:12]([O:14][S:15]([C:18]([F:19])([F:21])[F:20])(=[O:17])=[O:16])[N:11]([CH:22]([C:24]3[CH:41]=[CH:40][C:27]([C:28]([NH:30][CH2:31][CH2:32][C:33]([O:35][C:36]([CH3:38])([CH3:37])[CH3:39])=[O:34])=[O:29])=[CH:26][CH:25]=3)[CH3:23])[N:10]=2)[CH:5]=[C:6]([Cl:8])[CH:7]=1, predict the reactants needed to synthesize it. The reactants are: [Cl:1][C:2]1[CH:3]=[C:4]([C:9]2[CH:13]=[C:12]([O:14][S:15]([C:18]([F:21])([F:20])[F:19])(=[O:17])=[O:16])[N:11]([C@H:22]([C:24]3[CH:41]=[CH:40][C:27]([C:28]([NH:30][CH2:31][CH2:32][C:33]([O:35][C:36]([CH3:39])([CH3:38])[CH3:37])=[O:34])=[O:29])=[CH:26][CH:25]=3)[CH3:23])[N:10]=2)[CH:5]=[C:6]([Cl:8])[CH:7]=1.ClC1C=C(C2CC(=O)N([C@H](C3C=CC(C(OCC)=O)=CC=3)C)N=2)C=C(Cl)C=1. (2) Given the product [NH2:1][C:2]1[CH:10]=[N:9][CH:8]=[CH:7][C:3]=1[C:4]([NH2:13])=[O:5], predict the reactants needed to synthesize it. The reactants are: [NH2:1][C:2]1[CH:10]=[N:9][CH:8]=[CH:7][C:3]=1[C:4](O)=[O:5].C1N=C[N:13](C(N2C=NC=C2)=O)C=1.N. (3) Given the product [CH3:29][C:30]1[N:31]=[C:32]([N:40]2[CH2:44][CH2:43][N:42]([CH2:45][C:46]3[N:47]=[CH:48][O:49][C:50]=3[C:51]3[CH:56]=[CH:55][CH:54]=[CH:53][CH:52]=3)[C:41]2=[O:57])[S:33][C:34]=1[C:35]([OH:37])=[O:36], predict the reactants needed to synthesize it. The reactants are: CC1C=C(N2CCN(CC3C=CC(C(F)(F)F)=CC=3)C2=O)SC=1C(OCC)=O.[CH3:29][C:30]1[N:31]=[C:32]([N:40]2[CH2:44][CH2:43][N:42]([CH2:45][C:46]3[N:47]=[CH:48][O:49][C:50]=3[C:51]3[CH:56]=[CH:55][CH:54]=[CH:53][CH:52]=3)[C:41]2=[O:57])[S:33][C:34]=1[C:35]([O:37]CC)=[O:36]. (4) The reactants are: CC1[N:3]([C:8]2[CH:13]=[CH:12][CH:11]=[C:10]([CH2:14][CH2:15][CH3:16])[N:9]=2)C(C)=CC=1.NO.Cl. Given the product [CH2:14]([C:10]1[N:9]=[C:8]([NH2:3])[CH:13]=[CH:12][CH:11]=1)[CH2:15][CH3:16], predict the reactants needed to synthesize it.